Task: Predict the product of the given reaction.. Dataset: Forward reaction prediction with 1.9M reactions from USPTO patents (1976-2016) (1) Given the reactants [NH:1]([C:5]1[CH:10]=[CH:9][C:8]([OH:11])=[CH:7][CH:6]=1)C(C)=O.[C:12](=O)([O-:14])[O-:13].[K+].[K+].[Si](=O)=O.C(=O)=O, predict the reaction product. The product is: [NH2:1][C:5]1[CH:6]=[C:7]([C:12]([OH:14])=[O:13])[C:8]([OH:11])=[CH:9][CH:10]=1. (2) The product is: [F:1][C:2]1[CH:3]=[CH:4][C:5]([C:8]2[O:9][C:10]3[CH:19]=[C:18]([N+:20]([O-:22])=[O:21])[C:17]([C:23]4[CH:28]=[C:27]([C:29](=[O:40])[NH:30][C:31]5([C:34]6[CH:35]=[CH:36][CH:37]=[CH:38][CH:39]=6)[CH2:33][CH2:32]5)[CH:26]=[CH:25][C:24]=4[CH3:41])=[CH:16][C:11]=3[C:12]=2[C:13]([NH:44][CH3:43])=[O:15])=[CH:6][CH:7]=1. Given the reactants [F:1][C:2]1[CH:7]=[CH:6][C:5]([C:8]2[O:9][C:10]3[CH:19]=[C:18]([N+:20]([O-:22])=[O:21])[C:17]([C:23]4[CH:28]=[C:27]([C:29](=[O:40])[NH:30][C:31]5([C:34]6[CH:39]=[CH:38][CH:37]=[CH:36][CH:35]=6)[CH2:33][CH2:32]5)[CH:26]=[CH:25][C:24]=4[CH3:41])=[CH:16][C:11]=3[C:12]=2[C:13]([OH:15])=O)=[CH:4][CH:3]=1.Cl.[CH3:43][NH2:44], predict the reaction product. (3) Given the reactants [Br:1][C:2]1[CH:7]=[C:6]([NH:8][C:9](=[O:15])[C:10](=[O:14])[CH:11]([CH3:13])[CH3:12])[CH:5]=[C:4]([O:16][CH3:17])[N:3]=1.[CH2:18](Br)[CH2:19][CH3:20].[Mg].[Mg+2].[Br-].[Mg+2].[Br-].[Br-].[Br-].[Cl-].[NH4+], predict the reaction product. The product is: [Br:1][C:2]1[CH:7]=[C:6]([NH:8][C:9](=[O:15])[C:10]([OH:14])([CH:11]([CH3:13])[CH3:12])[CH2:18][CH2:19][CH3:20])[CH:5]=[C:4]([O:16][CH3:17])[N:3]=1. (4) Given the reactants [Cl:1][C:2]1[CH:11]=[C:10]2[C:5]([N:6]=[C:7]([N:15]3[CH2:20][CH2:19][N:18](C)[CH2:17][CH2:16]3)[C:8]3[N:9]2[CH:12]=[CH:13][N:14]=3)=[CH:4][CH:3]=1.ClC1C=C2C(N=C(N3CCN(C)CC3)C3N2CCN=3)=CC=1, predict the reaction product. The product is: [Cl:1][C:2]1[CH:11]=[C:10]2[C:5]([N:6]=[C:7]([N:15]3[CH2:16][CH2:17][NH:18][CH2:19][CH2:20]3)[C:8]3[N:9]2[CH:12]=[CH:13][N:14]=3)=[CH:4][CH:3]=1. (5) Given the reactants [F:1][C:2]1[CH:14]=[CH:13][C:5]([CH:6]=[CH:7][C:8]([O:10][CH2:11][CH3:12])=[O:9])=[CH:4][C:3]=1[NH:15][C:16](=[O:21])[C:17]([F:20])([F:19])[F:18], predict the reaction product. The product is: [F:1][C:2]1[CH:14]=[CH:13][C:5]([CH2:6][CH2:7][C:8]([O:10][CH2:11][CH3:12])=[O:9])=[CH:4][C:3]=1[NH:15][C:16](=[O:21])[C:17]([F:20])([F:19])[F:18]. (6) Given the reactants Cl[C:2]1[N:7]=[C:6]([C:8]2[CH:13]=[CH:12][C:11]([CH2:14][CH:15]([CH3:17])[CH3:16])=[CH:10][CH:9]=2)[CH:5]=[CH:4][N:3]=1.[NH2:18][CH2:19][CH2:20][C:21]1[CH:26]=[CH:25][C:24]([OH:27])=[C:23]([O:28][CH3:29])[CH:22]=1, predict the reaction product. The product is: [CH2:14]([C:11]1[CH:12]=[CH:13][C:8]([C:6]2[CH:5]=[CH:4][N:3]=[C:2]([NH:18][CH2:19][CH2:20][C:21]3[CH:26]=[CH:25][C:24]([OH:27])=[C:23]([O:28][CH3:29])[CH:22]=3)[N:7]=2)=[CH:9][CH:10]=1)[CH:15]([CH3:17])[CH3:16].